From a dataset of Catalyst prediction with 721,799 reactions and 888 catalyst types from USPTO. Predict which catalyst facilitates the given reaction. (1) Reactant: C(NC(C)C)(C)C.C([Li])CCC.CCCCCC.[Cl:19][C:20]1[C:25]([Cl:26])=[CH:24][N:23]=[C:22]2[N:27]([S:30]([C:33]3[CH:39]=[CH:38][C:36]([CH3:37])=[CH:35][CH:34]=3)(=[O:32])=[O:31])[CH:28]=[CH:29][C:21]=12.C([N-]C(C)C)(C)C.[Li+].[I:48]I. Product: [Cl:19][C:20]1[C:25]([Cl:26])=[CH:24][N:23]=[C:22]2[N:27]([S:30]([C:33]3[CH:39]=[CH:38][C:36]([CH3:37])=[CH:35][CH:34]=3)(=[O:32])=[O:31])[C:28]([I:48])=[CH:29][C:21]=12. The catalyst class is: 7. (2) Product: [F:18][C:15]1[CH:16]=[CH:17][C:12]([C:10]2[CH:9]=[CH:8][C:6]3[N:7]=[C:2]([NH:34][CH2:33][C:32]4[CH:35]=[CH:36][CH:37]=[C:30]([N:25]5[CH:29]=[N:28][CH:27]=[N:26]5)[CH:31]=4)[N:3]=[C:4]([NH:19][CH2:20][C:21]([F:24])([F:23])[F:22])[C:5]=3[N:11]=2)=[CH:13][CH:14]=1. The catalyst class is: 37. Reactant: Cl[C:2]1[N:3]=[C:4]([NH:19][CH2:20][C:21]([F:24])([F:23])[F:22])[C:5]2[N:11]=[C:10]([C:12]3[CH:17]=[CH:16][C:15]([F:18])=[CH:14][CH:13]=3)[CH:9]=[CH:8][C:6]=2[N:7]=1.[N:25]1([C:30]2[CH:31]=[C:32]([CH:35]=[CH:36][CH:37]=2)[CH2:33][NH2:34])[CH:29]=[N:28][CH:27]=[N:26]1.C(N(C(C)C)CC)(C)C.O.C(#N)C. (3) Reactant: C(Cl)(=O)C(Cl)=O.[Br:7][C:8]1[C:16]([O:17][C:18]2[CH:23]=[CH:22][C:21]([F:24])=[CH:20][C:19]=2[F:25])=[CH:15][C:11]([C:12](O)=[O:13])=[C:10]([NH:26][S:27]([CH2:30][CH3:31])(=[O:29])=[O:28])[CH:9]=1.ClCCl.[OH-].[NH4+:36]. Product: [Br:7][C:8]1[C:16]([O:17][C:18]2[CH:23]=[CH:22][C:21]([F:24])=[CH:20][C:19]=2[F:25])=[CH:15][C:11]([C:12]([NH2:36])=[O:13])=[C:10]([NH:26][S:27]([CH2:30][CH3:31])(=[O:29])=[O:28])[CH:9]=1. The catalyst class is: 434. (4) Reactant: Cl.[Cl:2][C:3]1[C:4]([NH:16][CH2:17][C@H:18]2[CH2:22][CH2:21][CH2:20][NH:19]2)=[N:5][C:6]([NH:9][C:10]2[CH:11]=[N:12][N:13]([CH3:15])[CH:14]=2)=[N:7][CH:8]=1.Br[CH:24]([OH:26])[CH3:25].C(N(CC)CC)C.C(=O)([O-])[O-].[K+].[K+]. Product: [Cl:2][C:3]1[C:4]([NH:16][CH2:17][C@H:18]2[CH2:22][CH2:21][CH2:20][N:19]2[CH2:25][CH2:24][OH:26])=[N:5][C:6]([NH:9][C:10]2[CH:11]=[N:12][N:13]([CH3:15])[CH:14]=2)=[N:7][CH:8]=1. The catalyst class is: 4. (5) Reactant: [Cl:1][C:2]1[CH:7]=[C:6]([C:8]2[CH:13]=[CH:12][CH:11]=[CH:10][CH:9]=2)[C:5]([C:14]2[CH:19]=[CH:18][CH:17]=[CH:16][CH:15]=2)=[C:4]([N+:20]([O-])=O)[CH:3]=1.[Cl-].[NH4+].C(O)C. Product: [Cl:1][C:2]1[CH:7]=[C:6]([C:8]2[CH:13]=[CH:12][CH:11]=[CH:10][CH:9]=2)[C:5]([C:14]2[CH:15]=[CH:16][CH:17]=[CH:18][CH:19]=2)=[C:4]([NH2:20])[CH:3]=1. The catalyst class is: 150.